From a dataset of Forward reaction prediction with 1.9M reactions from USPTO patents (1976-2016). Predict the product of the given reaction. (1) Given the reactants O1[C:5]2([CH2:10][CH2:9][CH:8]([N:11]3[C:19]4[CH:18]=[CH:17][N:16]=[C:15]([O:20]C)[C:14]=4[C:13]([C:22]4[CH:27]=[CH:26][C:25]([S:28]([NH2:31])(=[O:30])=[O:29])=[CH:24][CH:23]=4)=[N:12]3)[CH2:7][CH2:6]2)[O:4]CC1.C1COCC1.Cl.[OH-].[Na+], predict the reaction product. The product is: [O:20]=[C:15]1[C:14]2[C:13]([C:22]3[CH:27]=[CH:26][C:25]([S:28]([NH2:31])(=[O:30])=[O:29])=[CH:24][CH:23]=3)=[N:12][N:11]([CH:8]3[CH2:7][CH2:6][C:5](=[O:4])[CH2:10][CH2:9]3)[C:19]=2[CH:18]=[CH:17][NH:16]1. (2) The product is: [N:1]1[CH:6]=[CH:5][CH:4]=[C:3]([C:7]2[CH:37]=[CH:36][C:10]3[N:11]([C:14]4[S:18][C:17]([C:19]([NH2:38])=[O:21])=[C:16]([O:23][C@@H:24]([C:26]5[CH:31]=[CH:30][CH:29]=[CH:28][C:27]=5[C:32]([F:35])([F:33])[F:34])[CH3:25])[CH:15]=4)[CH:12]=[N:13][C:9]=3[CH:8]=2)[CH:2]=1. Given the reactants [N:1]1[CH:6]=[CH:5][CH:4]=[C:3]([C:7]2[CH:37]=[CH:36][C:10]3[N:11]([C:14]4[S:18][C:17]([C:19]([O:21]C)=O)=[C:16]([O:23][C@@H:24]([C:26]5[CH:31]=[CH:30][CH:29]=[CH:28][C:27]=5[C:32]([F:35])([F:34])[F:33])[CH3:25])[CH:15]=4)[CH:12]=[N:13][C:9]=3[CH:8]=2)[CH:2]=1.[NH3:38], predict the reaction product. (3) Given the reactants [C:1]1([C:7]2([C:17]3[CH:22]=[CH:21][CH:20]=[CH:19][CH:18]=3)[CH:11]3[CH2:12][NH:13][CH2:14][CH2:15][N:10]3[C:9](=[O:16])[O:8]2)[CH:6]=[CH:5][CH:4]=[CH:3][CH:2]=1.C(N(C(C)C)CC)(C)C.Cl[CH2:33][C:34](Cl)=[O:35].[F:37][C:38]1[CH:44]=[CH:43][C:41]([NH2:42])=[CH:40][CH:39]=1, predict the reaction product. The product is: [F:37][C:38]1[CH:44]=[CH:43][C:41]([NH:42][CH2:33][C:34]([N:13]2[CH2:14][CH2:15][N:10]3[C:9](=[O:16])[O:8][C:7]([C:1]4[CH:6]=[CH:5][CH:4]=[CH:3][CH:2]=4)([C:17]4[CH:18]=[CH:19][CH:20]=[CH:21][CH:22]=4)[CH:11]3[CH2:12]2)=[O:35])=[CH:40][CH:39]=1. (4) Given the reactants C[O:2][C:3](=[O:44])[C:4]([C:7]1[CH:12]=[CH:11][C:10]([NH:13][C:14]([C@H:16]2[C@H:20]([C:21]3[CH:26]=[CH:25][CH:24]=[C:23]([Cl:27])[C:22]=3[F:28])[C@:19]([C:31]3[CH:36]=[CH:35][C:34]([Cl:37])=[CH:33][C:32]=3[F:38])([C:29]#[N:30])[C@H:18]([CH2:39][C:40]([CH3:43])([CH3:42])[CH3:41])[NH:17]2)=[O:15])=[CH:9][CH:8]=1)([CH3:6])[CH3:5].[Li+].[OH-], predict the reaction product. The product is: [Cl:27][C:23]1[C:22]([F:28])=[C:21]([C@@H:20]2[C@:19]([C:31]3[CH:36]=[CH:35][C:34]([Cl:37])=[CH:33][C:32]=3[F:38])([C:29]#[N:30])[C@H:18]([CH2:39][C:40]([CH3:43])([CH3:42])[CH3:41])[NH:17][C@H:16]2[C:14]([NH:13][C:10]2[CH:9]=[CH:8][C:7]([C:4]([CH3:6])([CH3:5])[C:3]([OH:44])=[O:2])=[CH:12][CH:11]=2)=[O:15])[CH:26]=[CH:25][CH:24]=1. (5) Given the reactants [NH2:1][C:2]1[C:3]([NH:12][CH2:13][CH:14]([O:17][CH3:18])[O:15][CH3:16])=[C:4]([CH:9]=[CH:10][CH:11]=1)[C:5]([O:7][CH3:8])=[O:6].[C:19](OC)(OC)(OC)[CH3:20], predict the reaction product. The product is: [CH3:16][O:15][CH:14]([O:17][CH3:18])[CH2:13][N:12]1[C:3]2[C:4]([C:5]([O:7][CH3:8])=[O:6])=[CH:9][CH:10]=[CH:11][C:2]=2[N:1]=[C:19]1[CH3:20]. (6) Given the reactants [F:1][C:2]1[CH:3]=[C:4]([NH:24][C:25]([C:27]2SC(C3C=CC=CC=3)=CN=2)=[O:26])[CH:5]=[CH:6][C:7]=1[O:8][C:9]1[CH:14]=[CH:13][N:12]=[C:11]2[CH:15]=[C:16]([C:18]3[N:19]([CH3:23])[CH:20]=[CH:21][N:22]=3)[S:17][C:10]=12.C1(C2SC(C(Cl)=O)=NC=2)C=CC=CC=1.[F:52][C:53]1C(C(Cl)=O)=[CH:57][CH:56]=[CH:55][C:54]=1[C:62]1[CH:67]=[CH:66][CH:65]=[CH:64][CH:63]=1, predict the reaction product. The product is: [F:52][C:53]1[C:27]([C:25]([NH:24][C:4]2[CH:5]=[CH:6][C:7]([O:8][C:9]3[CH:14]=[CH:13][N:12]=[C:11]4[CH:15]=[C:16]([C:18]5[N:19]([CH3:23])[CH:20]=[CH:21][N:22]=5)[S:17][C:10]=34)=[C:2]([F:1])[CH:3]=2)=[O:26])=[CH:57][CH:56]=[CH:55][C:54]=1[C:62]1[CH:63]=[CH:64][CH:65]=[CH:66][CH:67]=1.